Dataset: Forward reaction prediction with 1.9M reactions from USPTO patents (1976-2016). Task: Predict the product of the given reaction. Given the reactants O([CH:8]=[CH:9][C:10](=[N:18][C:19]1[CH:24]=[CH:23][CH:22]=[CH:21][CH:20]=1)[O:11][C:12]1[CH:17]=[CH:16][CH:15]=[CH:14][CH:13]=1)C1C=CC=CC=1.[CH3:25][NH:26][C:27]1[CH:32]=[CH:31][CH:30]=[CH:29][CH:28]=1, predict the reaction product. The product is: [CH3:25][N:26]([CH:8]=[CH:9][C:10](=[N:18][C:19]1[CH:20]=[CH:21][CH:22]=[CH:23][CH:24]=1)[O:11][C:12]1[CH:13]=[CH:14][CH:15]=[CH:16][CH:17]=1)[C:27]1[CH:32]=[CH:31][CH:30]=[CH:29][CH:28]=1.